This data is from Full USPTO retrosynthesis dataset with 1.9M reactions from patents (1976-2016). The task is: Predict the reactants needed to synthesize the given product. (1) Given the product [Si:30]([O:37][CH2:38][C:39]1[N:44]=[C:43]([CH:45]=[CH:2][O:3][CH3:4])[C:42]([O:47][CH3:48])=[CH:41][CH:40]=1)([C:33]([CH3:36])([CH3:35])[CH3:34])([CH3:32])[CH3:31], predict the reactants needed to synthesize it. The reactants are: [Cl-].[CH3:2][O:3][CH2:4][P+](C1C=CC=CC=1)(C1C=CC=CC=1)C1C=CC=CC=1.CC(C)([O-])C.[K+].[Si:30]([O:37][CH2:38][C:39]1[N:44]=[C:43]([CH:45]=O)[C:42]([O:47][CH3:48])=[CH:41][CH:40]=1)([C:33]([CH3:36])([CH3:35])[CH3:34])([CH3:32])[CH3:31].[NH4+]. (2) Given the product [C:1]([Si:5]([CH3:14])([CH3:13])[O:6][C@@H:7]1[CH2:11][CH2:10][C@H:9]([N:38]2[C:34](=[O:44])[C:35]3[C:36](=[CH:40][CH:41]=[CH:42][CH:43]=3)[C:37]2=[O:39])[CH2:8]1)([CH3:4])([CH3:3])[CH3:2], predict the reactants needed to synthesize it. The reactants are: [C:1]([Si:5]([CH3:14])([CH3:13])[O:6][C@H:7]1[CH2:11][CH2:10][C@H:9](O)[CH2:8]1)([CH3:4])([CH3:3])[CH3:2].C1(P(C2C=CC=CC=2)C2C=CC=CC=2)C=CC=CC=1.[C:34]1(=[O:44])[NH:38][C:37](=[O:39])[C:36]2=[CH:40][CH:41]=[CH:42][CH:43]=[C:35]12.N(C(OCC)=O)=NC(OCC)=O.